This data is from Catalyst prediction with 721,799 reactions and 888 catalyst types from USPTO. The task is: Predict which catalyst facilitates the given reaction. (1) Reactant: C(Cl)(=O)C(Cl)=O.[C:7](O)(=[O:10])[CH2:8][CH3:9].[CH3:12][O:13][C:14]([C:16]1[CH:17]=[C:18]([CH3:35])[C:19]2[O:25][C:24]3[C:26]([Cl:31])=[CH:27][C:28]([NH2:30])=[CH:29][C:23]=3[CH2:22][S:21](=[O:33])(=[O:32])[C:20]=2[CH:34]=1)=[O:15]. Product: [CH3:12][O:13][C:14]([C:16]1[CH:17]=[C:18]([CH3:35])[C:19]2[O:25][C:24]3[C:26]([Cl:31])=[CH:27][C:28]([NH:30][C:7](=[O:10])[CH2:8][CH3:9])=[CH:29][C:23]=3[CH2:22][S:21](=[O:33])(=[O:32])[C:20]=2[CH:34]=1)=[O:15]. The catalyst class is: 139. (2) Reactant: [NH2:1][C:2]1[CH:3]=[C:4]2[C:9](=[C:10]([F:12])[CH:11]=1)[N:8]([CH3:13])[C:7](=[O:14])[CH2:6][CH2:5]2.[CH3:15][O:16][C:17]([C@@H:19]1[O:21][CH2:20]1)=[O:18].FC(F)(F)S([O-])(=O)=O.[Li+]. Product: [CH3:15][O:16][C:17](=[O:18])[CH:19]([OH:21])[CH2:20][NH:1][C:2]1[CH:3]=[C:4]2[C:9](=[C:10]([F:12])[CH:11]=1)[N:8]([CH3:13])[C:7](=[O:14])[CH2:6][CH2:5]2. The catalyst class is: 10. (3) Reactant: [C:1]1([OH:7])[CH:6]=[CH:5][CH:4]=[CH:3][CH:2]=1.[CH3:8][C:9]1[CH:14]=[C:13](Cl)[C:12]([CH3:16])=[CH:11][C:10]=1[N+:17]([O-:19])=[O:18].C([O-])([O-])=O.[K+].[K+]. Product: [O:7]([C:13]1[C:12]([CH3:16])=[CH:11][C:10]([N+:17]([O-:19])=[O:18])=[C:9]([CH3:8])[CH:14]=1)[C:1]1[CH:6]=[CH:5][CH:4]=[CH:3][CH:2]=1. The catalyst class is: 3. (4) Reactant: C(=O)([O-])[O-].[K+].[K+].[CH3:7][CH2:8][C@H:9]1[O:24][C:22](=[O:23])[C@H:21]([CH3:25])[C@@H:20]([O:26][C@@H:27]2[O:32][C@@H:31]([CH3:33])[C@H:30]([OH:34])[C@@:29]([O:36][CH3:37])([CH3:35])[CH2:28]2)[C@H:19]([CH3:38])[C@@H:18]([O:39][C@@H:40]2[O:45][C@H:44]([CH3:46])[CH2:43][C@H:42]([N:47]([CH3:49])[CH3:48])[C@H:41]2[OH:50])[C@:16]2([CH3:51])[O:17][C:13](=[C:14]([CH3:52])[CH2:15]2)[C@H:12]([CH3:53])[C@@H:11]([OH:54])[C@@:10]1([OH:56])[CH3:55]. Product: [CH3:53][CH2:12][C@@H:11]([OH:54])[C@@:10]([OH:56])([C@@H:9]1[O:24][C:22](=[O:23])[C@H:21]([CH3:25])[C@@H:20]([O:26][C@@H:27]2[O:32][C@@H:31]([CH3:33])[C@H:30]([OH:34])[C@@:29]([O:36][CH3:37])([CH3:35])[CH2:28]2)[C@H:19]([CH3:38])[C@@H:18]([O:39][C@@H:40]2[O:45][C@H:44]([CH3:46])[CH2:43][C@H:42]([N:47]([CH3:49])[CH3:48])[C@H:41]2[OH:50])[C@:16]2([CH3:51])[O:17][C:13](=[C:14]([CH3:52])[CH2:15]2)[C@@H:8]1[CH3:7])[CH3:55]. The catalyst class is: 5. (5) Reactant: [OH:1][CH:2]([CH2:6][CH2:7][CH2:8][CH2:9][CH2:10][CH2:11][CH2:12][CH2:13][CH2:14][CH2:15][CH2:16][CH2:17][CH2:18][CH2:19][CH2:20][CH3:21])[C:3]([OH:5])=[O:4].[CH2:22](O)[CH2:23][OH:24].C1(C)C=CC(S(O)(=O)=O)=CC=1. Product: [OH:24][CH2:23][CH2:22][C:2]([OH:1])([CH2:6][CH2:7][CH2:8][CH2:9][CH2:10][CH2:11][CH2:12][CH2:13][CH2:14][CH2:15][CH2:16][CH2:17][CH2:18][CH2:19][CH2:20][CH3:21])[C:3]([OH:5])=[O:4]. The catalyst class is: 11. (6) Reactant: OC1C(C)=C2C(C(=O)C(C3C=CC(OC)=CC=3)CO2)=CC=1.C(OC(=O)C)(=O)C.[C:29]([O:32][C:33]1[CH:54]=[CH:53][C:36]([C:37]2[C:46](=[O:47])[C:45]3[C:40](=[C:41]([CH3:52])[C:42]([O:48][C:49](=[O:51])[CH3:50])=[CH:43][CH:44]=3)[O:39][CH:38]=2)=[CH:35][CH:34]=1)(=O)C. Product: [C:49]([O:48][C:42]1[C:41]([CH3:52])=[C:40]2[C:45]([C:46](=[O:47])[C:37]([C:36]3[CH:35]=[CH:34][C:33]([O:32][CH3:29])=[CH:54][CH:53]=3)=[CH:38][O:39]2)=[CH:44][CH:43]=1)(=[O:51])[CH3:50]. The catalyst class is: 17. (7) Reactant: [CH:1]([O:8][CH2:9][CH3:10])([O:5][CH2:6][CH3:7])OCC.O.C1(C)C=CC(S(O)(=O)=O)=CC=1.C([C:25]1([CH:28]([NH:31][C@H:32]([C:34]2[CH:39]=[CH:38][CH:37]=[CH:36][CH:35]=2)[CH3:33])[C:29]#[N:30])[CH2:27][CH2:26]1)=O.C(=O)(O)[O-].[Na+]. Product: [CH2:9]([O:8][CH:1]([O:5][CH2:6][CH3:7])[C:25]1([C@H:28]([NH:31][C@H:32]([C:34]2[CH:35]=[CH:36][CH:37]=[CH:38][CH:39]=2)[CH3:33])[C:29]#[N:30])[CH2:27][CH2:26]1)[CH3:10]. The catalyst class is: 8. (8) Reactant: [Br:1][C:2]1[CH:8]=[CH:7][C:5]([NH2:6])=[CH:4][CH:3]=1.[C:9](O[C:9]([O:11][C:12]([CH3:15])([CH3:14])[CH3:13])=[O:10])([O:11][C:12]([CH3:15])([CH3:14])[CH3:13])=[O:10].CCN(C(C)C)C(C)C. Product: [C:12]([O:11][C:9](=[O:10])[NH:6][C:5]1[CH:7]=[CH:8][C:2]([Br:1])=[CH:3][CH:4]=1)([CH3:15])([CH3:14])[CH3:13]. The catalyst class is: 3. (9) Reactant: [F:1][C:2]1([F:32])[CH2:7][CH2:6][N:5]([C:8]([C:10]2[NH:11][C:12]3[C:17]([CH:18]=2)=[CH:16][C:15]([C:19]([N:21]2[CH2:26][CH2:25][CH:24]([N:27]4[CH2:31][CH2:30][CH2:29][CH2:28]4)[CH2:23][CH2:22]2)=[O:20])=[CH:14][CH:13]=3)=[O:9])[CH2:4][CH2:3]1.[F:33][C:34]([F:45])([F:44])[C:35]1[CH:36]=[C:37](B(O)O)[CH:38]=[CH:39][CH:40]=1.N1C=CC=CC=1. Product: [F:32][C:2]1([F:1])[CH2:7][CH2:6][N:5]([C:8]([C:10]2[N:11]([C:39]3[CH:38]=[CH:37][CH:36]=[C:35]([C:34]([F:45])([F:44])[F:33])[CH:40]=3)[C:12]3[C:17]([CH:18]=2)=[CH:16][C:15]([C:19]([N:21]2[CH2:22][CH2:23][CH:24]([N:27]4[CH2:31][CH2:30][CH2:29][CH2:28]4)[CH2:25][CH2:26]2)=[O:20])=[CH:14][CH:13]=3)=[O:9])[CH2:4][CH2:3]1. The catalyst class is: 221.